Dataset: NCI-60 drug combinations with 297,098 pairs across 59 cell lines. Task: Regression. Given two drug SMILES strings and cell line genomic features, predict the synergy score measuring deviation from expected non-interaction effect. (1) Drug 1: CC1=C(C=C(C=C1)C(=O)NC2=CC(=CC(=C2)C(F)(F)F)N3C=C(N=C3)C)NC4=NC=CC(=N4)C5=CN=CC=C5. Drug 2: C#CCC(CC1=CN=C2C(=N1)C(=NC(=N2)N)N)C3=CC=C(C=C3)C(=O)NC(CCC(=O)O)C(=O)O. Cell line: SNB-19. Synergy scores: CSS=65.3, Synergy_ZIP=0.906, Synergy_Bliss=-0.449, Synergy_Loewe=-9.20, Synergy_HSA=0.148. (2) Drug 1: C1=CC(=CC=C1CC(C(=O)O)N)N(CCCl)CCCl.Cl. Drug 2: C1CNP(=O)(OC1)N(CCCl)CCCl. Cell line: A498. Synergy scores: CSS=-2.07, Synergy_ZIP=0.709, Synergy_Bliss=2.61, Synergy_Loewe=-2.53, Synergy_HSA=-2.16. (3) Drug 1: CC1OCC2C(O1)C(C(C(O2)OC3C4COC(=O)C4C(C5=CC6=C(C=C35)OCO6)C7=CC(=C(C(=C7)OC)O)OC)O)O. Drug 2: CC1C(C(=O)NC(C(=O)N2CCCC2C(=O)N(CC(=O)N(C(C(=O)O1)C(C)C)C)C)C(C)C)NC(=O)C3=C4C(=C(C=C3)C)OC5=C(C(=O)C(=C(C5=N4)C(=O)NC6C(OC(=O)C(N(C(=O)CN(C(=O)C7CCCN7C(=O)C(NC6=O)C(C)C)C)C)C(C)C)C)N)C. Cell line: CCRF-CEM. Synergy scores: CSS=54.6, Synergy_ZIP=0.603, Synergy_Bliss=1.11, Synergy_Loewe=2.33, Synergy_HSA=2.40. (4) Drug 1: CC12CCC3C(C1CCC2=O)CC(=C)C4=CC(=O)C=CC34C. Drug 2: CC1C(C(CC(O1)OC2CC(CC3=C2C(=C4C(=C3O)C(=O)C5=C(C4=O)C(=CC=C5)OC)O)(C(=O)C)O)N)O.Cl. Cell line: MOLT-4. Synergy scores: CSS=85.5, Synergy_ZIP=5.63, Synergy_Bliss=5.80, Synergy_Loewe=4.64, Synergy_HSA=6.53. (5) Drug 2: C1=CC=C(C=C1)NC(=O)CCCCCCC(=O)NO. Drug 1: CCC1=C2CN3C(=CC4=C(C3=O)COC(=O)C4(CC)O)C2=NC5=C1C=C(C=C5)O. Synergy scores: CSS=30.1, Synergy_ZIP=-10.0, Synergy_Bliss=-3.64, Synergy_Loewe=-0.354, Synergy_HSA=0.362. Cell line: BT-549. (6) Drug 1: C1CN1P(=S)(N2CC2)N3CC3. Drug 2: CC1=C(C(=O)C2=C(C1=O)N3CC4C(C3(C2COC(=O)N)OC)N4)N. Cell line: EKVX. Synergy scores: CSS=9.38, Synergy_ZIP=-5.11, Synergy_Bliss=-2.58, Synergy_Loewe=-5.74, Synergy_HSA=-1.35. (7) Drug 1: C1=CC(=CC=C1C#N)C(C2=CC=C(C=C2)C#N)N3C=NC=N3. Drug 2: CC12CCC3C(C1CCC2O)C(CC4=C3C=CC(=C4)O)CCCCCCCCCS(=O)CCCC(C(F)(F)F)(F)F. Cell line: IGROV1. Synergy scores: CSS=-1.74, Synergy_ZIP=1.24, Synergy_Bliss=-0.311, Synergy_Loewe=-2.42, Synergy_HSA=-3.48.